From a dataset of Full USPTO retrosynthesis dataset with 1.9M reactions from patents (1976-2016). Predict the reactants needed to synthesize the given product. Given the product [OH:12][C@@H:11]1[C@H:13]([OH:14])[C@@H:15]([CH2:16][OH:17])[O:18][C@H:10]1[N:9]1[CH:8]=[N:7][C:6]2[C:19]1=[N:20][C:3]([C:56]1[C:55]([C:57]([O:59][CH2:60][CH3:61])=[O:58])=[CH:54][NH:53][N:52]=1)=[N:4][C:5]=2[NH:21]/[CH:23]=[C:25](\[CH:31]=[O:32])/[C:26]([O:28][CH2:29][CH3:30])=[O:27], predict the reactants needed to synthesize it. The reactants are: N([C:3]1[N:4]=[C:5]([NH2:21])[C:6]2[N:7]=[CH:8][N:9]([C:19]=2[N:20]=1)[C@@H:10]1[O:18][C@H:15]([CH2:16][OH:17])[C@@H:13]([OH:14])[C@H:11]1[OH:12])N.Cl.[CH:23]([CH:25]([CH:31]=[O:32])[C:26]([O:28][CH2:29][CH3:30])=[O:27])=O.O[C@@H]1[C@H](O)[C@@H](CO)O[C@H]1N1C=NC2C1=NC([N:52]1[CH:56]=[C:55]([C:57]([O:59][CH2:60][CH3:61])=[O:58])[CH:54]=[N:53]1)=NC=2N.